Predict the reaction yield, written as a fraction of the theoretical maximum amount of product (1.0 means a 100% yield; for example, 0.34 means a 34% yield). From a dataset of Reaction yield outcomes from USPTO patents with 853,638 reactions. The reactants are [OH-].[K+].[Cl:3][C:4]1[CH:35]=[CH:34][C:7]([C:8]([NH:10][C:11](C(OCC)=O)([CH2:17][C:18]2[C:27]3[C:22](=[CH:23][CH:24]=[CH:25][CH:26]=3)[NH:21][C:20](=[O:28])[CH:19]=2)[C:12]([O:14]CC)=[O:13])=[O:9])=[CH:6][CH:5]=1. No catalyst specified. The product is [Cl:3][C:4]1[CH:5]=[CH:6][C:7]([C:8]([NH:10][CH:11]([CH2:17][C:18]2[C:27]3[C:22](=[CH:23][CH:24]=[CH:25][CH:26]=3)[NH:21][C:20](=[O:28])[CH:19]=2)[C:12]([OH:14])=[O:13])=[O:9])=[CH:34][CH:35]=1. The yield is 0.920.